This data is from Full USPTO retrosynthesis dataset with 1.9M reactions from patents (1976-2016). The task is: Predict the reactants needed to synthesize the given product. (1) Given the product [Br:15][C:16]1[CH:17]=[C:18]([CH:23]([C:2]2[C:7]([CH:8]([CH3:10])[CH3:9])=[C:6]([O:11][CH3:12])[N:5]=[C:4]([O:13][CH3:14])[N:3]=2)[C:24]#[N:25])[CH:19]=[C:20]([CH3:22])[CH:21]=1, predict the reactants needed to synthesize it. The reactants are: Cl[C:2]1[C:7]([CH:8]([CH3:10])[CH3:9])=[C:6]([O:11][CH3:12])[N:5]=[C:4]([O:13][CH3:14])[N:3]=1.[Br:15][C:16]1[CH:17]=[C:18]([CH2:23][C:24]#[N:25])[CH:19]=[C:20]([CH3:22])[CH:21]=1.[H-].[Na+].[Cl-].[NH4+]. (2) Given the product [C:1]([C:3]1[C:4]([N:22]2[CH2:23][CH2:24][CH:25]([C:28]([NH:42][S:39]([N:38]([C:35]3[CH:36]=[CH:37][C:32]([F:31])=[CH:33][CH:34]=3)[CH3:43])(=[O:40])=[O:41])=[O:29])[CH2:26][CH2:27]2)=[N:5][C:6]([CH2:15][N:16]2[CH2:20][CH2:19][CH2:18][C:17]2=[O:21])=[C:7]([C:9](=[O:14])[CH2:10][CH2:11][CH2:12][CH3:13])[CH:8]=1)#[N:2], predict the reactants needed to synthesize it. The reactants are: [C:1]([C:3]1[C:4]([N:22]2[CH2:27][CH2:26][CH:25]([C:28](O)=[O:29])[CH2:24][CH2:23]2)=[N:5][C:6]([CH2:15][N:16]2[CH2:20][CH2:19][CH2:18][C:17]2=[O:21])=[C:7]([C:9](=[O:14])[CH2:10][CH2:11][CH2:12][CH3:13])[CH:8]=1)#[N:2].[F:31][C:32]1[CH:37]=[CH:36][C:35]([N:38]([CH3:43])[S:39]([NH2:42])(=[O:41])=[O:40])=[CH:34][CH:33]=1. (3) Given the product [Br:1][C:2]1[CH:7]=[CH:6][C:5]2[CH:10]=[CH:9][S:8][C:4]=2[CH:3]=1, predict the reactants needed to synthesize it. The reactants are: [Br:1][C:2]1[CH:3]=[C:4]([S:8][CH2:9][CH:10](OCC)OCC)[CH:5]=[CH:6][CH:7]=1.C1C=CC=CC=1. (4) Given the product [CH2:2]([N:9]1[CH:24]=[CH:23][NH:12][C:10]1([CH3:11])[CH:13]=[O:16])[C:3]1[CH:8]=[CH:7][CH:6]=[CH:5][CH:4]=1, predict the reactants needed to synthesize it. The reactants are: Cl.[CH2:2]([NH:9][C:10](=[NH:12])[CH3:11])[C:3]1[CH:8]=[CH:7][CH:6]=[CH:5][CH:4]=1.[C:13](=[O:16])([O-])[O-].[K+].[K+].C(Cl)Cl.Br/[C:23](=C/OC1CCCCC1)/[CH:24]=O. (5) Given the product [CH2:1]([C:9]1[CH:10]=[CH:11][C:12]([CH2:15][CH2:16][OH:17])=[CH:13][CH:14]=1)[CH2:2][CH2:3][CH2:4][CH2:5][CH2:6][CH2:7][CH3:8], predict the reactants needed to synthesize it. The reactants are: [CH2:1]([C:9]1[CH:14]=[CH:13][C:12]([CH2:15][CH2:16][O:17]C(=O)C)=[CH:11][CH:10]=1)[CH2:2][CH2:3][CH2:4][CH2:5][CH2:6][CH2:7][CH3:8].C[O-].[Na+]. (6) Given the product [ClH:41].[N:1]1[N:2]=[C:3]([C:19]2[CH:40]=[CH:39][C:22]([C:23]([N:25]3[CH2:26][CH2:27][CH:28]([NH2:31])[CH2:29][CH2:30]3)=[O:24])=[CH:21][CH:20]=2)[N:4]2[C:10]=1[C:9]1[CH:11]=[CH:12][CH:13]=[CH:14][C:8]=1[NH:7][C:6]1[N:15]=[CH:16][CH:17]=[CH:18][C:5]2=1, predict the reactants needed to synthesize it. The reactants are: [N:1]1[N:2]=[C:3]([C:19]2[CH:40]=[CH:39][C:22]([C:23]([N:25]3[CH2:30][CH2:29][CH:28]([NH:31]C(=O)OC(C)(C)C)[CH2:27][CH2:26]3)=[O:24])=[CH:21][CH:20]=2)[N:4]2[C:10]=1[C:9]1[CH:11]=[CH:12][CH:13]=[CH:14][C:8]=1[NH:7][C:6]1[N:15]=[CH:16][CH:17]=[CH:18][C:5]2=1.[ClH:41]. (7) Given the product [OH:7][CH:4]([CH2:5][OH:6])[CH2:3][NH:2][C:11](=[O:12])[CH2:10][C:9](=[O:13])[CH3:8], predict the reactants needed to synthesize it. The reactants are: C[NH:2][CH2:3][CH:4]([OH:7])[CH2:5][OH:6].[CH2:8]=[C:9]1[O:13][C:11](=[O:12])[CH2:10]1. (8) Given the product [C:3]([OH:22])(=[O:2])[C:4]1[CH:9]=[CH:8][CH:7]=[CH:6][CH:5]=1, predict the reactants needed to synthesize it. The reactants are: C[O:2][C:3](=[O:22])[C:4]1[CH:9]=[CH:8][CH:7]=[CH:6][C:5]=1CSC1C=CC=C2C=1N=CC=C2.[Li+].[OH-].